From a dataset of Forward reaction prediction with 1.9M reactions from USPTO patents (1976-2016). Predict the product of the given reaction. (1) Given the reactants [F:1][C:2]1([F:10])[CH2:7][CH2:6][CH:5]([CH:8]=O)[CH2:4][CH2:3]1.[CH3:11][C:12]([S@@:15]([NH2:17])=[O:16])([CH3:14])[CH3:13].[O-]S([O-])(=O)=O.[Mg+2], predict the reaction product. The product is: [F:1][C:2]1([F:10])[CH2:7][CH2:6][CH:5](/[CH:8]=[N:17]/[S@:15]([C:12]([CH3:14])([CH3:13])[CH3:11])=[O:16])[CH2:4][CH2:3]1. (2) Given the reactants [CH3:1][S:2]([CH2:5][CH2:6][N:7]1[CH:11]=[CH:10][C:9]([N+:12]([O-])=O)=[N:8]1)(=[O:4])=[O:3], predict the reaction product. The product is: [CH3:1][S:2]([CH2:5][CH2:6][N:7]1[CH:11]=[CH:10][C:9]([NH2:12])=[N:8]1)(=[O:3])=[O:4]. (3) Given the reactants [Br-].[CH2:2]([Zn+])[C:3]1[CH:8]=[CH:7][CH:6]=[CH:5][CH:4]=1.[NH2:10][C:11]1[CH:18]=[CH:17][C:16](I)=[CH:15][C:12]=1[C:13]#[N:14], predict the reaction product. The product is: [NH2:10][C:11]1[CH:18]=[CH:17][C:16]([CH2:2][C:3]2[CH:8]=[CH:7][CH:6]=[CH:5][CH:4]=2)=[CH:15][C:12]=1[C:13]#[N:14]. (4) Given the reactants CO[C:3]([C:5]1[S:6][C:7]([C:15]([CH:17]2[CH2:21][CH2:20][CH2:19][CH2:18]2)=[O:16])=[CH:8][C:9]=1[N:10]=[CH:11][N:12]([CH3:14])C)=[O:4].[CH3:22][N:23]1[CH2:29][CH2:28][CH2:27][N:26]([C:30]2[CH:35]=[CH:34]C(N)=[CH:32][CH:31]=2)[CH2:25][CH2:24]1, predict the reaction product. The product is: [CH:17]1([C:15]([C:7]2[S:6][C:5]3[C:3](=[O:4])[N:12]([C:14]4[CH:34]=[CH:35][C:30]([N:26]5[CH2:27][CH2:28][CH2:29][N:23]([CH3:22])[CH2:24][CH2:25]5)=[CH:31][CH:32]=4)[CH:11]=[N:10][C:9]=3[CH:8]=2)=[O:16])[CH2:18][CH2:19][CH2:20][CH2:21]1. (5) Given the reactants C([O:8][C:9]1[CH:14]=[C:13]([CH:15]([C:17]2[C:22]([CH3:23])=[CH:21][C:20]([CH3:24])=[CH:19][C:18]=2[CH3:25])[CH3:16])[CH:12]=[CH:11][C:10]=1[N:26]1[S:30](=[O:32])(=[O:31])[NH:29][C:28](=[O:33])[CH2:27]1)C1C=CC=CC=1.C([O-])([O-])=O.[K+].[K+].O, predict the reaction product. The product is: [OH:8][C:9]1[CH:14]=[C:13]([CH:15]([C:17]2[C:22]([CH3:23])=[CH:21][C:20]([CH3:24])=[CH:19][C:18]=2[CH3:25])[CH3:16])[CH:12]=[CH:11][C:10]=1[N:26]1[S:30](=[O:32])(=[O:31])[NH:29][C:28](=[O:33])[CH2:27]1. (6) The product is: [CH2:9]([N:3]1[CH2:4][C:5](=[O:7])[N:3]([CH2:9][CH2:10][CH2:11][CH3:12])[CH2:4][C:5]1=[O:7])[CH2:10][CH2:11][CH3:12]. Given the reactants [H-].[Na+].[NH2:3][CH2:4][C:5]([OH:7])=O.Br[CH2:9][CH2:10][CH2:11][CH3:12], predict the reaction product. (7) The product is: [ClH:25].[F:23][C:20]1[CH:19]=[CH:18][C:17]([N:15]([CH3:16])[C:14]([C@H:10]2[CH2:11][CH2:12][CH2:13][NH:8][CH2:9]2)=[O:24])=[CH:22][CH:21]=1. Given the reactants C(OC([N:8]1[CH2:13][CH2:12][CH2:11][C@H:10]([C:14](=[O:24])[N:15]([C:17]2[CH:22]=[CH:21][C:20]([F:23])=[CH:19][CH:18]=2)[CH3:16])[CH2:9]1)=O)(C)(C)C.[ClH:25], predict the reaction product. (8) Given the reactants [OH-].[K+].[NH2:3][C:4]1[CH:13]=[CH:12][CH:11]=[C:10]2[C:5]=1[CH:6]=[C:7]([CH2:14][CH2:15][NH:16]C(=O)OCC)[N:8]=[CH:9]2.[C:30](O[C:30]([O:32][C:33]([CH3:36])([CH3:35])[CH3:34])=[O:31])([O:32][C:33]([CH3:36])([CH3:35])[CH3:34])=[O:31], predict the reaction product. The product is: [NH2:3][C:4]1[CH:13]=[CH:12][CH:11]=[C:10]2[C:5]=1[CH:6]=[C:7]([CH2:14][CH2:15][NH:16][C:30](=[O:31])[O:32][C:33]([CH3:34])([CH3:35])[CH3:36])[N:8]=[CH:9]2. (9) The product is: [CH3:28][C:29]([CH3:34])([CH3:33])[CH2:30][CH2:31][NH:32][CH2:1][C:3]1[N:4]=[CH:5][C:6]([NH:9][C:10](=[O:27])[CH:11]([NH:15][C:16](=[O:26])[CH2:17][C:18]2[CH:23]=[C:22]([F:24])[CH:21]=[C:20]([F:25])[CH:19]=2)[CH2:12][CH2:13][CH3:14])=[N:7][CH:8]=1. Given the reactants [CH:1]([C:3]1[N:4]=[CH:5][C:6]([NH:9][C:10](=[O:27])[CH:11]([NH:15][C:16](=[O:26])[CH2:17][C:18]2[CH:23]=[C:22]([F:24])[CH:21]=[C:20]([F:25])[CH:19]=2)[CH2:12][CH2:13][CH3:14])=[N:7][CH:8]=1)=O.[CH3:28][C:29]([CH3:34])([CH3:33])[CH2:30][CH2:31][NH2:32].S([O-])([O-])(=O)=O.[Na+].[Na+].C([BH3-])#N.[Na+], predict the reaction product.